Dataset: Peptide-MHC class I binding affinity with 185,985 pairs from IEDB/IMGT. Task: Regression. Given a peptide amino acid sequence and an MHC pseudo amino acid sequence, predict their binding affinity value. This is MHC class I binding data. (1) The binding affinity (normalized) is 0.149. The peptide sequence is ALAKAAAAN. The MHC is HLA-A02:05 with pseudo-sequence HLA-A02:05. (2) The peptide sequence is WMRGRGRAL. The MHC is HLA-A29:02 with pseudo-sequence HLA-A29:02. The binding affinity (normalized) is 0.0847.